Dataset: Catalyst prediction with 721,799 reactions and 888 catalyst types from USPTO. Task: Predict which catalyst facilitates the given reaction. (1) Reactant: [H-].[Na+].[CH3:3][S:4][CH2:5][CH2:6][C:7]1[N:8]([CH2:12][CH2:13][CH2:14][CH2:15][C:16]2[CH:21]=[CH:20][C:19]([OH:22])=[CH:18][CH:17]=2)[CH:9]=[CH:10][N:11]=1.Cl[CH2:24][C:25]1[N:26]=[C:27](/[CH:30]=[CH:31]/[C:32]2[CH:37]=[CH:36][C:35]([F:38])=[CH:34][CH:33]=2)[O:28][CH:29]=1.O. Product: [F:38][C:35]1[CH:36]=[CH:37][C:32](/[CH:31]=[CH:30]/[C:27]2[O:28][CH:29]=[C:25]([CH2:24][O:22][C:19]3[CH:20]=[CH:21][C:16]([CH2:15][CH2:14][CH2:13][CH2:12][N:8]4[CH:9]=[CH:10][N:11]=[C:7]4[CH2:6][CH2:5][S:4][CH3:3])=[CH:17][CH:18]=3)[N:26]=2)=[CH:33][CH:34]=1. The catalyst class is: 3. (2) Reactant: [CH3:1][S:2](Cl)(=[O:4])=[O:3].[CH3:6][O:7][C:8]1[CH:49]=[CH:48][C:11]([CH2:12][N:13]([CH2:39][C:40]2[CH:45]=[CH:44][C:43]([O:46][CH3:47])=[CH:42][CH:41]=2)[C:14]2[N:19]=[C:18]([CH3:20])[N:17]=[C:16]([C:21]3[CH:22]=[C:23]([CH:36]([OH:38])[CH3:37])[CH:24]=[N:25][C:26]=3[NH:27][C:28]3[CH:29]=[N:30][C:31]([O:34][CH3:35])=[CH:32][CH:33]=3)[N:15]=2)=[CH:10][CH:9]=1.C(N(CC)CC)C. Product: [CH3:1][S:2]([O:38][CH:36]([C:23]1[CH:24]=[N:25][C:26]([NH:27][C:28]2[CH:29]=[N:30][C:31]([O:34][CH3:35])=[CH:32][CH:33]=2)=[C:21]([C:16]2[N:15]=[C:14]([N:13]([CH2:12][C:11]3[CH:10]=[CH:9][C:8]([O:7][CH3:6])=[CH:49][CH:48]=3)[CH2:39][C:40]3[CH:41]=[CH:42][C:43]([O:46][CH3:47])=[CH:44][CH:45]=3)[N:19]=[C:18]([CH3:20])[N:17]=2)[CH:22]=1)[CH3:37])(=[O:4])=[O:3]. The catalyst class is: 2.